This data is from Forward reaction prediction with 1.9M reactions from USPTO patents (1976-2016). The task is: Predict the product of the given reaction. (1) Given the reactants [CH3:1][O:2][C:3]1[CH:8]=[CH:7][CH:6]=[CH:5][C:4]=1[CH2:9][CH2:10][OH:11].[CH3:12][O:13][C:14]1[CH:19]=[CH:18][CH:17]=[CH:16][C:15]=1[CH2:20][CH:21]=[O:22].CO[CH:25](OC)[N:26]([CH3:28])[CH3:27], predict the reaction product. The product is: [CH3:1][O:2][C:3]1[CH:8]=[CH:7][CH:6]=[CH:5][C:4]=1[CH2:9][CH:10]=[O:11].[CH3:25][N:26]([CH3:28])[CH:27]=[C:20]([C:15]1[CH:16]=[CH:17][CH:18]=[CH:19][C:14]=1[O:13][CH3:12])[CH:21]=[O:22]. (2) Given the reactants [N+:1]([C:4]1[CH:9]=[CH:8][C:7]([OH:10])=[CH:6][CH:5]=1)([O-:3])=[O:2].[Cl-].[Al+3].[Cl-].[Cl-].[C:15](Cl)(=[O:17])[CH3:16], predict the reaction product. The product is: [OH:10][C:7]1[CH:8]=[CH:9][C:4]([N+:1]([O-:3])=[O:2])=[CH:5][C:6]=1[C:15](=[O:17])[CH3:16].